Dataset: Catalyst prediction with 721,799 reactions and 888 catalyst types from USPTO. Task: Predict which catalyst facilitates the given reaction. (1) Reactant: Cl[CH:2]([CH3:20])[C:3]([N:5]1[C:11]2[CH:12]=[CH:13][CH:14]=[CH:15][C:10]=2[CH2:9][CH2:8][C:7]2[CH:16]=[CH:17][CH:18]=[CH:19][C:6]1=2)=[O:4].[C-:21]#[N:22].[Na+]. Product: [CH:16]1[C:7]2[CH2:8][CH2:9][C:10]3[CH:15]=[CH:14][CH:13]=[CH:12][C:11]=3[N:5]([C:3](=[O:4])[CH:2]([CH3:20])[C:21]#[N:22])[C:6]=2[CH:19]=[CH:18][CH:17]=1. The catalyst class is: 85. (2) Reactant: [H-].[Na+].[C:3]1([OH:9])[CH:8]=[CH:7][CH:6]=[CH:5][CH:4]=1.Cl[C:11]1[C:16]([N+:17]([O-:19])=[O:18])=[C:15](CC(C)C)[C:14]([CH3:24])=[C:13]([CH3:25])[N:12]=1. Product: [CH3:24][C:14]1[C:15]([NH:12][CH2:13][CH:14]([CH3:24])[CH3:15])=[C:16]([N+:17]([O-:19])=[O:18])[C:11]([O:9][C:3]2[CH:8]=[CH:7][CH:6]=[CH:5][CH:4]=2)=[N:12][C:13]=1[CH3:25]. The catalyst class is: 7.